From a dataset of Peptide-MHC class II binding affinity with 134,281 pairs from IEDB. Regression. Given a peptide amino acid sequence and an MHC pseudo amino acid sequence, predict their binding affinity value. This is MHC class II binding data. (1) The peptide sequence is TEAVQKIATESIVIWGKTPKFRL. The MHC is DRB4_0101 with pseudo-sequence DRB4_0103. The binding affinity (normalized) is 0.725. (2) The peptide sequence is ILPFMSDLASTKMKW. The MHC is DRB1_0101 with pseudo-sequence DRB1_0101. The binding affinity (normalized) is 0.838. (3) The peptide sequence is VIPAGELQVIEKVDAAFKVA. The MHC is HLA-DQA10301-DQB10302 with pseudo-sequence HLA-DQA10301-DQB10302. The binding affinity (normalized) is 0.381. (4) The peptide sequence is AILPEYGTLGLECSP. The MHC is DRB4_0101 with pseudo-sequence DRB4_0103. The binding affinity (normalized) is 0.384. (5) The peptide sequence is GTYRIHDGRGGAGGG. The MHC is DRB1_1501 with pseudo-sequence DRB1_1501. The binding affinity (normalized) is 0.0861. (6) The peptide sequence is YDKFLAPVSTVLTGK. The MHC is DRB3_0202 with pseudo-sequence DRB3_0202. The binding affinity (normalized) is 0.549.